From a dataset of Full USPTO retrosynthesis dataset with 1.9M reactions from patents (1976-2016). Predict the reactants needed to synthesize the given product. Given the product [CH:14]1([C:21]2[CH:22]=[C:4]([C:2]([OH:12])=[O:3])[C:6]3[C:11](=[CH:10][CH:9]=[CH:8][CH:7]=3)[N:1]=2)[CH2:19][CH2:18][CH2:17][CH2:16][CH2:15]1, predict the reactants needed to synthesize it. The reactants are: [NH:1]1[C:11]2[C:6](=[CH:7][CH:8]=[CH:9][CH:10]=2)[C:4](=O)[C:2]1=[O:3].[OH-:12].[K+].[C:14]1(=O)[CH2:19][CH2:18][CH2:17][CH2:16][CH2:15]1.[CH2:21](O)[CH3:22].